From a dataset of TCR-epitope binding with 47,182 pairs between 192 epitopes and 23,139 TCRs. Binary Classification. Given a T-cell receptor sequence (or CDR3 region) and an epitope sequence, predict whether binding occurs between them. (1) The epitope is KLVALGINAV. Result: 0 (the TCR does not bind to the epitope). The TCR CDR3 sequence is CASSPTGLGGGYTF. (2) The epitope is RTLNAWVKV. The TCR CDR3 sequence is CASSHLGGDRYMNEQFF. Result: 1 (the TCR binds to the epitope). (3) The epitope is AIMTRCLAV. The TCR CDR3 sequence is CASSQDQGNNSPLHF. Result: 0 (the TCR does not bind to the epitope). (4) The epitope is TPRVTGGGAM. The TCR CDR3 sequence is CASSQDRSGAGGFYEQYF. Result: 0 (the TCR does not bind to the epitope). (5) The epitope is YEGNSPFHPL. The TCR CDR3 sequence is CASSQLAVPTDTQYF. Result: 1 (the TCR binds to the epitope). (6) Result: 1 (the TCR binds to the epitope). The TCR CDR3 sequence is CASSVGGVTYNEQFF. The epitope is LLWNGPMAV. (7) The epitope is KLNVGDYFV. The TCR CDR3 sequence is CAISDLGTSGREDTGELFF. Result: 1 (the TCR binds to the epitope). (8) The epitope is TLVPQEHYV. The TCR CDR3 sequence is CASSQSSWEINYGYTF. Result: 0 (the TCR does not bind to the epitope).